This data is from Experimentally validated miRNA-target interactions with 360,000+ pairs, plus equal number of negative samples. The task is: Binary Classification. Given a miRNA mature sequence and a target amino acid sequence, predict their likelihood of interaction. (1) The miRNA is rno-miR-146a-5p with sequence UGAGAACUGAAUUCCAUGGGUU. The protein sequence of the target gene is MSLLNCENSCASSQSSSDCCAAMANSCSAAMKDDSVSGCVSTGNLSSSFMEEIQGYDVEFDPPLESKYECPICLMALREAVQTPCGHRFCKACITKSIRDAGHKCPVDNEILLENQLFPDNFAKREILSLTVKCPNKGCVQKMELRHLEDHQVHCEFALVICPQCQRFFQKCQINKHIIEDCPRRQVSCVNCAVPMPYEEKEIHDQSCPLANIICEYCGTILIREQMPNHYDLDCPTAPVPCTFSVFGCHEKMQRNHLARHLQENTQLHMRLLAQAVHNVNLSLRPCDASSPSRGCRPED.... Result: 1 (interaction). (2) The miRNA is hsa-miR-939-3p with sequence CCCUGGGCCUCUGCUCCCCAG. The protein sequence of the target gene is MKLSLTKVVNGCRLGKIKNLGKTGDHTMDIPGCLLYTKTGSAPHLTHHTLHNIHGVPAMAQLTLSSLAEHHEVLTEYKEGVGKFIGMPESLLYCSLHDPVSPCPAGYVTNKSVSVWSVAGRVEMTVSKFMAIQKALQPDWFQCLSDGEVSCKEATSIKRVRKSVDRSLLFLDNCLRLQEESEVLQKSVIIGVIEGGDVMEERLRSARETAKRPVGGFLLDGFQGNPTTLEARLRLLSSVTAELPEDKPRLISGVSRPDEVLECIERGVDLFESFFPYQVTERGCALTFSFDYQPNPEETL.... Result: 1 (interaction). (3) The miRNA is hsa-miR-3120-3p with sequence CACAGCAAGUGUAGACAGGCA. The protein sequence of the target gene is MKMTVDFEECLKDSPRFRAALEEVEGDVAELELKLDKLVKLCIAMIDTGKAFCVANKQFMNGIRDLAQYSSNDAVVETSLTKFSDSLQEMINFHTILFDQTQRSIKAQLQNFVKEDLRKFKDAKKQFEKVSEEKENALVKNAQVQRNKQHEVEEATNILTATRKCFRHIALDYVLQINVLQSKRRSEILKSMLSFMYAHLAFFHQGYDLFSELGPYMKDLGAQLDRLVVDAAKEKREMEQKHSTIQQKDFSSDDSKLEYNVDAANGIVMEGYLFKRASNAFKTWNRRWFSIQNNQLVYQK.... Result: 1 (interaction). (4) The miRNA is hsa-miR-4258 with sequence CCCCGCCACCGCCUUGG. The protein sequence of the target gene is MGTPPGLQTDCEALLSRFQETDSVRFEDFTELWRNMKFGTIFCGRMRNLEKNMFTKEALALAWRYFLPPYTFQIRVGALYLLYGLYNTQLCQPKQKIRVALKDWDEVLKFQQDLVNAQHFDAAYIFRKLRLDRAFHFTAMPKLLSYRMKKKIHRAEVTEEFKDPSDRVMKLITSDVLEEMLNVHDHYQNMKHVISVDKSKPDKALSLIKDDFFDNIKNIVLEHQQWHKDRKNPSLKSKTNDGEEKMEGNSQETERCERAESLAKIKSKAFSVVIQASKSRRHRQVKLDSSDSDSASGQGQ.... Result: 0 (no interaction). (5) The miRNA is hsa-miR-200b-5p with sequence CAUCUUACUGGGCAGCAUUGGA. The protein sequence of the target gene is MESVEKTTNRSEQKCRKFLKSLIRKQPQDLLLVIGTGVSAAVAPGIRALCSWRSCIEAVIEAAEQLEVLHPGDVAEFRRKVMKDRDLLVVAHDLIRKMSPRTGDTKPNFFQDCLMEVFDSLEQHIQNPVVLRSILSLMDRGTMVLTTNYDNLLEIFGQQQSKPMESLDLKDKTKVLQWARGHIKYGVLHIHGLYTDPCGMVLDPSGYKDVTQDPEVMEVLQNLYRTKSFLFVGCGETLRDQIFQALFLYSVPNKVDLEHYMVVLKENEDHFFKHQADMLLHGIKVVSYGDCFDLFPGYVQ.... Result: 0 (no interaction).